Dataset: Aqueous solubility values for 9,982 compounds from the AqSolDB database. Task: Regression/Classification. Given a drug SMILES string, predict its absorption, distribution, metabolism, or excretion properties. Task type varies by dataset: regression for continuous measurements (e.g., permeability, clearance, half-life) or binary classification for categorical outcomes (e.g., BBB penetration, CYP inhibition). For this dataset (solubility_aqsoldb), we predict Y. (1) The drug is CC(C)CCC[C@@H](C)[C@H]1CC[C@H]2[C@@H]3CC=C4C[C@@H](O)CC[C@]4(C)[C@H]3CC[C@@]21C. The Y is -7.10 log mol/L. (2) The molecule is CC1(C2CCC3C4=CC=C5CC6(CCC5(C)C4CCC32C)OCCO6)OCCO1. The Y is -6.70 log mol/L. (3) The compound is ClC=CCl. The Y is -1.30 log mol/L. (4) The compound is COP(=O)(OC)O/C(=C\Cl)c1cc(Cl)c(Cl)cc1Cl. The Y is -4.52 log mol/L. (5) The drug is CC(C)CC(NC(=O)CC(O)C(CC(C)C)NC(=O)C(Cc1c[nH]cn1)NC(=O)C(Cc1ccccc1)NC(=O)OC(C)(C)C)C(=O)NCCCN(CCO)CCO. The Y is -2.37 log mol/L. (6) The molecule is COc1cnc(NS(=O)(=O)c2ccc(N)cc2)nc1. The Y is -2.58 log mol/L. (7) The molecule is Sc1ccccc1Cl. The Y is -1.78 log mol/L.